Dataset: Catalyst prediction with 721,799 reactions and 888 catalyst types from USPTO. Task: Predict which catalyst facilitates the given reaction. (1) Reactant: [CH3:1][C:2]1[CH:10]=[CH:9][C:5]([C:6]([NH2:8])=[O:7])=[C:4]([N+:11]([O-])=O)[CH:3]=1.[NH4+].[Cl-]. Product: [NH2:11][C:4]1[CH:3]=[C:2]([CH3:1])[CH:10]=[CH:9][C:5]=1[C:6]([NH2:8])=[O:7]. The catalyst class is: 314. (2) Reactant: [C:1]([N:11]1[CH2:15][CH2:14][C@H:13]([NH2:16])[CH2:12]1)([O:3][CH2:4][C:5]1[CH:10]=[CH:9][CH:8]=[CH:7][CH:6]=1)=[O:2].Cl[C:18]1[N:27]=[C:26]([C:28]2[C:33]([F:34])=[CH:32][CH:31]=[CH:30][C:29]=2[F:35])[C:25]2[C:20](=[CH:21][CH:22]=[CH:23][CH:24]=2)[N:19]=1.C(OCC)(=O)C. Product: [CH2:4]([O:3][C:1]([N:11]1[CH2:15][CH2:14][CH:13]([NH:16][C:18]2[N:27]=[C:26]([C:28]3[C:29]([F:35])=[CH:30][CH:31]=[CH:32][C:33]=3[F:34])[C:25]3[C:20](=[CH:21][CH:22]=[CH:23][CH:24]=3)[N:19]=2)[CH2:12]1)=[O:2])[C:5]1[CH:10]=[CH:9][CH:8]=[CH:7][CH:6]=1. The catalyst class is: 11. (3) Reactant: [C:1]1([C:15]([O-])=[C:11]([N+:12]([O-:14])=[O:13])[CH:10]=[C:6]([N+:7]([O-:9])=[O:8])[CH:5]=1)[N+:2]([O-:4])=[O:3].[NH4+].C(=O)([O-])[NH2:19].[NH4+].CN1CCCC1=O. Product: [CH:5]1[C:1]([N+:2]([O-:4])=[O:3])=[C:15]([NH2:19])[C:11]([N+:12]([O-:14])=[O:13])=[CH:10][C:6]=1[N+:7]([O-:9])=[O:8]. The catalyst class is: 6. (4) Reactant: [NH2:1][C:2]1[CH:7]=[CH:6][N:5]([CH2:8][CH2:9][CH2:10][CH2:11][C:12]2[N:17]=[N:16][C:15]([NH:18][C:19](=[O:32])[CH2:20][C:21]3[CH:26]=[CH:25][CH:24]=[C:23]([O:27][C:28]([F:31])([F:30])[F:29])[CH:22]=3)=[CH:14][CH:13]=2)[C:4](=[O:33])[N:3]=1.N1C=CC=CC=1.[C:40](Cl)(=[O:49])[O:41][CH2:42][C:43]1[CH:48]=[CH:47][CH:46]=[CH:45][CH:44]=1. Product: [CH2:42]([O:41][C:40](=[O:49])[NH:1][C:2]1[CH:7]=[CH:6][N:5]([CH2:8][CH2:9][CH2:10][CH2:11][C:12]2[N:17]=[N:16][C:15]([NH:18][C:19](=[O:32])[CH2:20][C:21]3[CH:26]=[CH:25][CH:24]=[C:23]([O:27][C:28]([F:29])([F:30])[F:31])[CH:22]=3)=[CH:14][CH:13]=2)[C:4](=[O:33])[N:3]=1)[C:43]1[CH:48]=[CH:47][CH:46]=[CH:45][CH:44]=1. The catalyst class is: 3. (5) Reactant: [CH3:1][CH:2]([CH2:7][CH2:8][CH2:9][CH2:10][CH2:11][CH3:12])[CH2:3][C:4](Cl)=[O:5].[OH:13][C:14]1[CH:19]=[CH:18][C:17]([S:20]([OH:23])(=[O:22])=[O:21])=[CH:16][CH:15]=1.[Na:24].CCOCC. Product: [CH3:1][CH:2]([CH2:7][CH2:8][CH2:9][CH2:10][CH2:11][CH3:12])[CH2:3][C:4]([O:13][C:14]1[CH:19]=[CH:18][C:17]([S:20]([OH:23])(=[O:21])=[O:22])=[CH:16][CH:15]=1)=[O:5].[Na:24]. The catalyst class is: 11. (6) Reactant: C(O[C:6](=[O:19])[NH:7][C@H:8]([CH2:17][OH:18])[CH2:9][C:10]1[CH:15]=[CH:14][C:13]([OH:16])=[CH:12][CH:11]=1)(C)(C)C.[Br:20][C:21]1[CH:26]=[CH:25][CH:24]=[C:23](Br)[N:22]=1.C(=O)([O-])[O-].[K+].[K+]. Product: [Br:20][C:21]1[N:22]=[C:23]([O:16][C:13]2[CH:12]=[CH:11][C:10]([CH2:9][C@H:8]3[CH2:17][O:18][C:6](=[O:19])[NH:7]3)=[CH:15][CH:14]=2)[CH:24]=[CH:25][CH:26]=1. The catalyst class is: 42. (7) Reactant: Cl[CH2:2][C:3](Cl)=[O:4].[NH2:6][C:7]1[CH:12]=[C:11]([Cl:13])[CH:10]=[C:9]([N+:14]([O-:16])=[O:15])[C:8]=1[OH:17].C(=O)([O-])[O-].[K+].[K+]. Product: [Cl:13][C:11]1[CH:10]=[C:9]([N+:14]([O-:16])=[O:15])[C:8]2[O:17][CH2:2][C:3](=[O:4])[NH:6][C:7]=2[CH:12]=1. The catalyst class is: 22.